From a dataset of Peptide-MHC class II binding affinity with 134,281 pairs from IEDB. Regression. Given a peptide amino acid sequence and an MHC pseudo amino acid sequence, predict their binding affinity value. This is MHC class II binding data. (1) The peptide sequence is VELQIVDKIDAAFKI. The MHC is DRB1_1302 with pseudo-sequence DRB1_1302. The binding affinity (normalized) is 0.588. (2) The peptide sequence is YFKGNFERLAITKGK. The MHC is DRB3_0101 with pseudo-sequence DRB3_0101. The binding affinity (normalized) is 0.242. (3) The peptide sequence is IVALIIAIVVWTIV. The MHC is HLA-DPA10201-DPB10501 with pseudo-sequence HLA-DPA10201-DPB10501. The binding affinity (normalized) is 0. (4) The peptide sequence is MKEGRYEVRAELPGV. The MHC is DRB1_0802 with pseudo-sequence DRB1_0802. The binding affinity (normalized) is 0. (5) The peptide sequence is YDKFLAGVSTVLTGK. The MHC is DRB1_1101 with pseudo-sequence DRB1_1101. The binding affinity (normalized) is 0.582. (6) The peptide sequence is GELQIVGKIDAAFKI. The MHC is DRB1_0802 with pseudo-sequence DRB1_0802. The binding affinity (normalized) is 0.517. (7) The peptide sequence is KQELDEISTNIRQAG. The MHC is DRB1_0405 with pseudo-sequence DRB1_0405. The binding affinity (normalized) is 0.109. (8) The MHC is HLA-DPA10301-DPB10402 with pseudo-sequence HLA-DPA10301-DPB10402. The binding affinity (normalized) is 0.351. The peptide sequence is AEAPAAAAAPEEQVQ.